From a dataset of Forward reaction prediction with 1.9M reactions from USPTO patents (1976-2016). Predict the product of the given reaction. (1) The product is: [OH:2][C:1]1[CH:3]=[C:4]([OH:5])[CH:6]=[CH:7][C:8]=1[C:22](=[O:23])[CH2:21][CH2:20][C:15]1[CH:16]=[CH:17][CH:18]=[CH:19][N:14]=1. Given the reactants [C:1]1([CH:8]=[CH:7][CH:6]=[C:4]([OH:5])[CH:3]=1)[OH:2].S(=O)(=O)(O)O.[N:14]1[CH:19]=[CH:18][CH:17]=[CH:16][C:15]=1[CH2:20][CH2:21][C:22](O)=[O:23].CC([O-])=O.[Na+].Cl, predict the reaction product. (2) Given the reactants F[C:2]1[CH:9]=[CH:8][C:5]([C:6]#[N:7])=[CH:4][CH:3]=1.[CH2:10]([NH2:12])[CH3:11], predict the reaction product. The product is: [CH2:10]([NH:12][C:2]1[CH:9]=[CH:8][C:5]([C:6]#[N:7])=[CH:4][CH:3]=1)[CH3:11].